Dataset: Catalyst prediction with 721,799 reactions and 888 catalyst types from USPTO. Task: Predict which catalyst facilitates the given reaction. (1) Reactant: [OH:1][C:2]([C:4]([F:7])([F:6])[F:5])=[O:3].Br[CH2:9][CH2:10][CH2:11][CH2:12][CH2:13][CH2:14][CH2:15][CH2:16][CH2:17][N:18]1[C:22](=[O:23])[C:21]2([CH2:28][CH2:27][N:26]([C@H:29]3[CH2:34][CH2:33][C@@H:32]([CH:35]([CH3:37])[CH3:36])[CH2:31][CH2:30]3)[CH2:25][CH2:24]2)[N:20]([C:38]2[CH:43]=[CH:42][CH:41]=[CH:40][CH:39]=2)[CH2:19]1.[CH3:44][NH:45][CH3:46]. Product: [OH:3][C:2]([C:4]([F:7])([F:6])[F:5])=[O:1].[CH3:44][N:45]([CH3:46])[CH2:9][CH2:10][CH2:11][CH2:12][CH2:13][CH2:14][CH2:15][CH2:16][CH2:17][N:18]1[C:22](=[O:23])[C:21]2([CH2:28][CH2:27][N:26]([C@H:29]3[CH2:34][CH2:33][C@@H:32]([CH:35]([CH3:37])[CH3:36])[CH2:31][CH2:30]3)[CH2:25][CH2:24]2)[N:20]([C:38]2[CH:43]=[CH:42][CH:41]=[CH:40][CH:39]=2)[CH2:19]1. The catalyst class is: 8. (2) Product: [CH2:23]([O:22][C:20](=[O:21])[CH:19]([O:9][C:5]1[CH:6]=[CH:7][CH:8]=[C:3]([C:2]([F:10])([F:11])[F:1])[CH:4]=1)[CH3:25])[CH3:24]. Reactant: [F:1][C:2]([F:11])([F:10])[C:3]1[CH:4]=[C:5]([OH:9])[CH:6]=[CH:7][CH:8]=1.C([O-])([O-])=O.[Cs+].[Cs+].Br[CH:19]([CH3:25])[C:20]([O:22][CH2:23][CH3:24])=[O:21]. The catalyst class is: 3. (3) Reactant: [CH3:1][C:2]1[CH:14]=[CH:13][CH:12]=[C:11]([CH2:15][O:16][C@@H:17]2[CH2:22][CH2:21][CH2:20][C@H:19]([O:23][CH2:24][C:25]3[N:26]=[C:27]([C:31]4[CH:36]=[CH:35][C:34]([CH3:37])=[CH:33][CH:32]=4)[O:28][C:29]=3[CH3:30])[CH2:18]2)[C:3]=1[C:4]([O:6]C(C)(C)C)=[O:5].FC(F)(F)C(O)=O. Product: [CH3:1][C:2]1[CH:14]=[CH:13][CH:12]=[C:11]([CH2:15][O:16][C@@H:17]2[CH2:22][CH2:21][CH2:20][C@H:19]([O:23][CH2:24][C:25]3[N:26]=[C:27]([C:31]4[CH:32]=[CH:33][C:34]([CH3:37])=[CH:35][CH:36]=4)[O:28][C:29]=3[CH3:30])[CH2:18]2)[C:3]=1[C:4]([OH:6])=[O:5]. The catalyst class is: 194. (4) Reactant: C[Si](Cl)(C)C.Br[CH2:7][C:8]([O:10][C:11]([CH3:14])([CH3:13])[CH3:12])=[O:9].[CH3:15][C:16]1[CH:23]=[C:22]([O:24][CH:25]2[CH2:30][CH2:29][CH2:28][CH2:27][O:26]2)[CH:21]=[C:20]([B:31]2[O:35]C(C)(C)[C:33](C)(C)[O:32]2)[C:17]=1C=O. Product: [OH:35][B:31]1[C:20]2[CH:21]=[C:22]([O:24][CH:25]3[CH2:30][CH2:29][CH2:28][CH2:27][O:26]3)[CH:23]=[C:16]([CH3:15])[C:17]=2[CH:33]([CH2:7][C:8]([O:10][C:11]([CH3:14])([CH3:13])[CH3:12])=[O:9])[O:32]1. The catalyst class is: 324.